This data is from Full USPTO retrosynthesis dataset with 1.9M reactions from patents (1976-2016). The task is: Predict the reactants needed to synthesize the given product. (1) Given the product [N:22]1[CH:21]=[CH:20][C:19]([NH:18][CH2:17][CH:14]2[CH2:15][CH2:16][NH:11][CH2:12][CH:13]2[OH:29])=[CH:24][CH:23]=1, predict the reactants needed to synthesize it. The reactants are: C(OC([N:11]1[CH2:16][CH2:15][CH:14]([CH2:17][NH:18][C:19]2[C:24](Cl)=[C:23](Cl)[N:22]=[C:21](Cl)[C:20]=2Cl)[CH:13]([OH:29])[CH2:12]1)=O)C1C=CC=CC=1.C(=O)([O-])[O-].[K+].[K+]. (2) Given the product [OH:3][CH2:4][CH:5]([CH3:33])[CH2:6][NH:7][C:8]([C:10]1[N:11]([CH2:21][C:22]2[CH:27]=[CH:26][CH:25]=[C:24]([O:28][C:29]([F:32])([F:30])[F:31])[CH:23]=2)[C:12]2[C:17]([CH:18]=1)=[CH:16][C:15]([C:19]#[N:20])=[CH:14][CH:13]=2)=[O:9], predict the reactants needed to synthesize it. The reactants are: C([O:3][C:4](=O)[CH:5]([CH3:33])[CH2:6][NH:7][C:8]([C:10]1[N:11]([CH2:21][C:22]2[CH:27]=[CH:26][CH:25]=[C:24]([O:28][C:29]([F:32])([F:31])[F:30])[CH:23]=2)[C:12]2[C:17]([CH:18]=1)=[CH:16][C:15]([C:19]#[N:20])=[CH:14][CH:13]=2)=[O:9])C.[BH4-].[Li+].